From a dataset of NCI-60 drug combinations with 297,098 pairs across 59 cell lines. Regression. Given two drug SMILES strings and cell line genomic features, predict the synergy score measuring deviation from expected non-interaction effect. (1) Drug 1: CC12CCC(CC1=CCC3C2CCC4(C3CC=C4C5=CN=CC=C5)C)O. Drug 2: CC(CN1CC(=O)NC(=O)C1)N2CC(=O)NC(=O)C2. Cell line: NCI-H226. Synergy scores: CSS=7.48, Synergy_ZIP=-1.14, Synergy_Bliss=0.469, Synergy_Loewe=-1.46, Synergy_HSA=-0.529. (2) Drug 1: C#CCC(CC1=CN=C2C(=N1)C(=NC(=N2)N)N)C3=CC=C(C=C3)C(=O)NC(CCC(=O)O)C(=O)O. Drug 2: C1CN(CCN1C(=O)CCBr)C(=O)CCBr. Cell line: CCRF-CEM. Synergy scores: CSS=52.0, Synergy_ZIP=-0.423, Synergy_Bliss=-1.23, Synergy_Loewe=-0.0837, Synergy_HSA=-0.470. (3) Drug 1: C1CC(=O)NC(=O)C1N2CC3=C(C2=O)C=CC=C3N. Drug 2: CC12CCC3C(C1CCC2O)C(CC4=C3C=CC(=C4)O)CCCCCCCCCS(=O)CCCC(C(F)(F)F)(F)F. Cell line: HS 578T. Synergy scores: CSS=-3.32, Synergy_ZIP=-0.557, Synergy_Bliss=-7.87, Synergy_Loewe=-6.42, Synergy_HSA=-8.58. (4) Drug 1: C1=C(C(=O)NC(=O)N1)N(CCCl)CCCl. Drug 2: CN(CCCl)CCCl.Cl. Cell line: A549. Synergy scores: CSS=34.6, Synergy_ZIP=-9.64, Synergy_Bliss=-2.67, Synergy_Loewe=-4.08, Synergy_HSA=-2.16. (5) Drug 2: CCC1(CC2CC(C3=C(CCN(C2)C1)C4=CC=CC=C4N3)(C5=C(C=C6C(=C5)C78CCN9C7C(C=CC9)(C(C(C8N6C)(C(=O)OC)O)OC(=O)C)CC)OC)C(=O)OC)O.OS(=O)(=O)O. Cell line: OVCAR-4. Drug 1: C1=C(C(=O)NC(=O)N1)F. Synergy scores: CSS=57.3, Synergy_ZIP=-1.94, Synergy_Bliss=-1.77, Synergy_Loewe=3.36, Synergy_HSA=3.81.